From a dataset of Forward reaction prediction with 1.9M reactions from USPTO patents (1976-2016). Predict the product of the given reaction. (1) Given the reactants Cl[C:2]1[CH:7]=[C:6]([C:8]([F:17])([C:13]([F:16])([F:15])[F:14])[C:9]([F:12])([F:11])[F:10])[CH:5]=[C:4](Cl)[C:3]=1N.N1C=CC=C[CH:21]=1.S(=[N:28][C:29]1[CH:30]=[C:31]([CH:35]=[CH:36][C:37]=1[Br:38])[C:32](Cl)=[O:33])=O.C[N:40]([CH3:43])C=O, predict the reaction product. The product is: [NH2:28][C:29]1[CH:30]=[C:31]([CH:35]=[CH:36][C:37]=1[Br:38])[C:32]([NH:40][C:43]1[C:4]([CH3:3])=[CH:5][C:6]([C:8]([F:17])([C:13]([F:15])([F:14])[F:16])[C:9]([F:10])([F:12])[F:11])=[CH:7][C:2]=1[CH3:21])=[O:33]. (2) Given the reactants [CH3:1][C:2]1[C:3]([CH2:9][N:10]([CH2:16][C:17]2[C:22]([CH:23]([CH3:25])[CH3:24])=[CH:21][CH:20]=[CH:19][N:18]=2)[CH2:11][CH2:12][CH2:13][CH2:14][OH:15])=[N:4][CH:5]=[C:6]([CH3:8])[CH:7]=1.CCN(CC)CC.ClC(OC1C=C[C:40]([N+:43]([O-:45])=O)=CC=1)=O.N[OH:47].Cl, predict the reaction product. The product is: [CH3:1][C:2]1[C:3]([CH2:9][N:10]([CH2:16][C:17]2[C:22]([CH:23]([CH3:25])[CH3:24])=[CH:21][CH:20]=[CH:19][N:18]=2)[CH2:11][CH2:12][CH2:13][CH2:14][O:15][C:40]([NH:43][OH:45])=[O:47])=[N:4][CH:5]=[C:6]([CH3:8])[CH:7]=1.